Dataset: Reaction yield outcomes from USPTO patents with 853,638 reactions. Task: Predict the reaction yield, written as a fraction of the theoretical maximum amount of product (1.0 means a 100% yield; for example, 0.34 means a 34% yield). The reactants are [OH:1][C:2]1[CH:3]=[C:4]([CH2:9][C@H:10]([NH:27]C(OC(C)(C)C)=O)[C:11]([O:13][CH2:14][CH:15]([OH:26])[CH2:16][O:17][C:18]([C:20]2[CH:25]=[CH:24][CH:23]=[CH:22][CH:21]=2)=[O:19])=[O:12])[CH:5]=[CH:6][C:7]=1[OH:8].[ClH:35]. The catalyst is O1CCOCC1. The product is [ClH:35].[NH2:27][C@@H:10]([CH2:9][C:4]1[CH:5]=[CH:6][C:7]([OH:8])=[C:2]([OH:1])[CH:3]=1)[C:11]([O:13][CH2:14][CH:15]([OH:26])[CH2:16][O:17][C:18]([C:20]1[CH:25]=[CH:24][CH:23]=[CH:22][CH:21]=1)=[O:19])=[O:12]. The yield is 0.480.